This data is from Forward reaction prediction with 1.9M reactions from USPTO patents (1976-2016). The task is: Predict the product of the given reaction. The product is: [CH3:1][N:2]([CH3:26])[C:3]1[CH:4]=[C:5]([C:9](=[N:16][O:17][CH2:18][C:19]2[N:24]=[C:23]([NH:25][C:35](=[O:36])[C:34]([F:33])([F:45])[O:38][C:39]3[CH:44]=[CH:43][CH:42]=[CH:41][CH:40]=3)[CH:22]=[CH:21][CH:20]=2)[C:10]2[N:14]([CH3:15])[N:13]=[N:12][N:11]=2)[CH:6]=[CH:7][CH:8]=1. Given the reactants [CH3:1][N:2]([CH3:26])[C:3]1[CH:4]=[C:5]([C:9](=[N:16][O:17][CH2:18][C:19]2[N:24]=[C:23]([NH2:25])[CH:22]=[CH:21][CH:20]=2)[C:10]2[N:14]([CH3:15])[N:13]=[N:12][N:11]=2)[CH:6]=[CH:7][CH:8]=1.N1C=CC=CC=1.[F:33][C:34]([F:45])([O:38][C:39]1[CH:44]=[CH:43][CH:42]=[CH:41][CH:40]=1)[C:35](Cl)=[O:36].C([O-])(O)=O.[Na+], predict the reaction product.